Dataset: Forward reaction prediction with 1.9M reactions from USPTO patents (1976-2016). Task: Predict the product of the given reaction. (1) Given the reactants [F:1][C:2]1[CH:7]=[C:6]([C:8]([F:11])([F:10])[F:9])[CH:5]=[CH:4][C:3]=1[C:12]1[C:13]2[CH:20]([CH2:21][C:22]([N:24]3[CH2:28]C[CH2:26][CH2:25]3)=[O:23])[CH2:19][CH2:18][C:14]=2[CH:15]=[N:16][CH:17]=1.[CH3:29]NC(C)C, predict the reaction product. The product is: [F:1][C:2]1[CH:7]=[C:6]([C:8]([F:11])([F:10])[F:9])[CH:5]=[CH:4][C:3]=1[C:12]1[C:13]2[CH:20]([CH2:21][C:22]([N:24]([CH:25]([CH3:29])[CH3:26])[CH3:28])=[O:23])[CH2:19][CH2:18][C:14]=2[CH:15]=[N:16][CH:17]=1. (2) Given the reactants C([O-])(=O)C.[NH4+:5].[C:6]([CH2:8][C:9]([O:11]CC)=O)#[N:7].[CH3:14][C:15]([CH3:17])=O.[N+:18]([C:21]1[CH:28]=[CH:27][C:24]([CH:25]=O)=[CH:23][CH:22]=1)([O-:20])=[O:19], predict the reaction product. The product is: [CH3:14][C:15]1[NH:5][C:9](=[O:11])[C:8]([C:6]#[N:7])=[C:25]([C:24]2[CH:27]=[CH:28][C:21]([N+:18]([O-:20])=[O:19])=[CH:22][CH:23]=2)[CH:17]=1. (3) The product is: [Cl:1][C:2]1[CH:3]=[C:4]([C:8]2[O:12][N:11]=[C:10]([CH:13]=[O:14])[CH:9]=2)[CH:5]=[CH:6][CH:7]=1. Given the reactants [Cl:1][C:2]1[CH:3]=[C:4]([C:8]2[O:12][N:11]=[C:10]([CH2:13][OH:14])[CH:9]=2)[CH:5]=[CH:6][CH:7]=1.[Cr](Cl)([O-])(=O)=O.[NH+]1C=CC=CC=1, predict the reaction product. (4) The product is: [Br:1][C:2]1[CH:7]=[CH:6][C:5]([N:14]2[CH2:15][CH:12]([O:11][CH3:10])[CH2:13]2)=[CH:4][N:3]=1. Given the reactants [Br:1][C:2]1[CH:7]=[CH:6][C:5](I)=[CH:4][N:3]=1.Cl.[CH3:10][O:11][CH:12]1[CH2:15][NH:14][CH2:13]1.C1(P(C2C=CC=CC=2)C2C3OC4C(=CC=CC=4P(C4C=CC=CC=4)C4C=CC=CC=4)C(C)(C)C=3C=CC=2)C=CC=CC=1.CC(C)([O-])C.[Na+].N12CCCN=C1CCCCC2, predict the reaction product. (5) Given the reactants [N:1]1[CH:6]=[CH:5][C:4]([CH2:7][C:8]([O:10][CH2:11][CH3:12])=[O:9])=[CH:3][CH:2]=1.[F:13][C:14]1[CH:15]=[C:16]([CH:19]=[CH:20][CH:21]=1)[CH:17]=O, predict the reaction product. The product is: [F:13][C:14]1[CH:15]=[C:16](/[CH:17]=[C:7](\[C:4]2[CH:5]=[CH:6][N:1]=[CH:2][CH:3]=2)/[C:8]([O:10][CH2:11][CH3:12])=[O:9])[CH:19]=[CH:20][CH:21]=1.